This data is from Forward reaction prediction with 1.9M reactions from USPTO patents (1976-2016). The task is: Predict the product of the given reaction. Given the reactants [Cl:1][C:2]1[CH:3]=[C:4]([CH:19]=[CH:20][C:21]=1[O:22][CH3:23])[CH2:5][NH:6][C:7]1[C:12]([C:13]([O:15][CH3:16])=[O:14])=[C:11]([Cl:17])[N:10]=[C:9](Cl)[N:8]=1.[OH:24][CH:25]1[CH2:30][CH2:29][NH:28][CH2:27][CH2:26]1.C(N(CC)CC)C, predict the reaction product. The product is: [Cl:1][C:2]1[CH:3]=[C:4]([CH:19]=[CH:20][C:21]=1[O:22][CH3:23])[CH2:5][NH:6][C:7]1[C:12]([C:13]([O:15][CH3:16])=[O:14])=[C:11]([Cl:17])[N:10]=[C:9]([N:28]2[CH2:29][CH2:30][CH:25]([OH:24])[CH2:26][CH2:27]2)[N:8]=1.